Dataset: Full USPTO retrosynthesis dataset with 1.9M reactions from patents (1976-2016). Task: Predict the reactants needed to synthesize the given product. (1) Given the product [CH2:1]([C:3]1[C:8](=[O:9])[NH:7][C:6]([CH3:10])=[C:5]([C:11]2[S:15][C:14]([S:16]([N:23]3[CH2:24][CH2:25][CH:21]([OH:20])[CH2:22]3)(=[O:18])=[O:17])=[CH:13][CH:12]=2)[CH:4]=1)[CH3:2], predict the reactants needed to synthesize it. The reactants are: [CH2:1]([C:3]1[C:8](=[O:9])[NH:7][C:6]([CH3:10])=[C:5]([C:11]2[S:15][C:14]([S:16](Cl)(=[O:18])=[O:17])=[CH:13][CH:12]=2)[CH:4]=1)[CH3:2].[OH:20][CH:21]1[CH2:25][CH2:24][NH:23][CH2:22]1. (2) Given the product [CH3:24][C:21]1([CH3:25])[O:22][CH2:23][CH:18]([C:15]2[CH:16]=[CH:17][C:12]([O:11][C:6]3[N:5]=[CH:4][N:3]=[C:2]([N:38]4[CH2:37][CH2:36][CH:35]([C:33]5[O:32][N:31]=[C:30]([CH:27]([CH3:29])[CH3:28])[N:34]=5)[CH2:40][CH2:39]4)[C:7]=3[N+:8]([O-:10])=[O:9])=[CH:13][CH:14]=2)[CH2:19][O:20]1, predict the reactants needed to synthesize it. The reactants are: Cl[C:2]1[C:7]([N+:8]([O-:10])=[O:9])=[C:6]([O:11][C:12]2[CH:17]=[CH:16][C:15]([CH:18]3[CH2:23][O:22][C:21]([CH3:25])([CH3:24])[O:20][CH2:19]3)=[CH:14][CH:13]=2)[N:5]=[CH:4][N:3]=1.Cl.[CH:27]([C:30]1[N:34]=[C:33]([CH:35]2[CH2:40][CH2:39][NH:38][CH2:37][CH2:36]2)[O:32][N:31]=1)([CH3:29])[CH3:28].ClCCl. (3) Given the product [CH:1]1([N:4]([CH2:18][C:19]2[O:20][CH:21]=[C:22]([C:24]([N:26]3[CH2:31][CH2:30][N:29]([CH2:42][C:34]4[CH:33]=[N:32][C:41]5[C:36]([CH:35]=4)=[CH:37][CH:38]=[CH:39][CH:40]=5)[CH2:28][CH2:27]3)=[O:25])[N:23]=2)[S:5]([C:8]2[C:9]([CH3:17])=[CH:10][C:11]([O:15][CH3:16])=[CH:12][C:13]=2[CH3:14])(=[O:6])=[O:7])[CH2:2][CH2:3]1, predict the reactants needed to synthesize it. The reactants are: [CH:1]1([N:4]([CH2:18][C:19]2[O:20][CH:21]=[C:22]([C:24]([N:26]3[CH2:31][CH2:30][NH:29][CH2:28][CH2:27]3)=[O:25])[N:23]=2)[S:5]([C:8]2[C:13]([CH3:14])=[CH:12][C:11]([O:15][CH3:16])=[CH:10][C:9]=2[CH3:17])(=[O:7])=[O:6])[CH2:3][CH2:2]1.[N:32]1[C:41]2[C:36](=[CH:37][CH:38]=[CH:39][CH:40]=2)[CH:35]=[C:34]([CH:42]=O)[CH:33]=1.CC(O)=O. (4) Given the product [Cl:1][C:2]1[CH:10]=[CH:9][CH:8]=[C:7]2[C:3]=1[C:4]([C:11]([NH:13][CH2:14][CH:15]1[CH2:20][CH2:19][C:18]([F:21])([F:22])[CH2:17][CH2:16]1)=[O:12])=[CH:5][N:6]2[CH2:27][CH:24]1[CH2:25][CH2:26][O:23]1, predict the reactants needed to synthesize it. The reactants are: [Cl:1][C:2]1[CH:10]=[CH:9][CH:8]=[C:7]2[C:3]=1[C:4]([C:11]([NH:13][CH2:14][CH:15]1[CH2:20][CH2:19][C:18]([F:22])([F:21])[CH2:17][CH2:16]1)=[O:12])=[CH:5][NH:6]2.[O:23]1[CH2:26][CH2:25][CH:24]1[CH2:27]O. (5) Given the product [Cl:26][C:27]1[CH:32]=[C:31]([Cl:33])[C:30]([CH3:34])=[CH:29][C:28]=1[S:35]([NH:1][C:2]1[CH:7]=[CH:6][C:5]([S:25][C:22]2[CH:21]=[CH:20][C:19]([S:16]([N:10]3[CH2:11][CH2:12][CH2:13][CH2:14][CH2:15]3)(=[O:18])=[O:17])=[CH:24][CH:23]=2)=[C:4]([CH3:9])[N:3]=1)(=[O:37])=[O:36], predict the reactants needed to synthesize it. The reactants are: [NH2:1][C:2]1[CH:7]=[CH:6][C:5](Br)=[C:4]([CH3:9])[N:3]=1.[N:10]1([S:16]([C:19]2[CH:24]=[CH:23][C:22]([SH:25])=[CH:21][CH:20]=2)(=[O:18])=[O:17])[CH2:15][CH2:14][CH2:13][CH2:12][CH2:11]1.[Cl:26][C:27]1[CH:32]=[C:31]([Cl:33])[C:30]([CH3:34])=[CH:29][C:28]=1[S:35](Cl)(=[O:37])=[O:36]. (6) Given the product [Br:1][C:15]1[C:14]([O:17][CH2:18][CH3:19])=[CH:13][C:7]([C:8]([O:10][CH2:11][CH3:12])=[O:9])=[C:6]([O:5][CH2:3][CH3:4])[CH:16]=1, predict the reactants needed to synthesize it. The reactants are: [Br:1]Br.[CH2:3]([O:5][C:6]1[CH:16]=[CH:15][C:14]([O:17][CH2:18][CH3:19])=[CH:13][C:7]=1[C:8]([O:10][CH2:11][CH3:12])=[O:9])[CH3:4].